This data is from Peptide-MHC class II binding affinity with 134,281 pairs from IEDB. The task is: Regression. Given a peptide amino acid sequence and an MHC pseudo amino acid sequence, predict their binding affinity value. This is MHC class II binding data. (1) The peptide sequence is YDKFLANHSTVLTGK. The MHC is DRB1_0802 with pseudo-sequence DRB1_0802. The binding affinity (normalized) is 0.526. (2) The binding affinity (normalized) is 0.113. The peptide sequence is SGGFSTTVSTEQNVP. The MHC is HLA-DQA10501-DQB10201 with pseudo-sequence HLA-DQA10501-DQB10201. (3) The peptide sequence is SQDLPLSWNLNGLQAY. The MHC is HLA-DQA10101-DQB10501 with pseudo-sequence HLA-DQA10101-DQB10501. The binding affinity (normalized) is 0.377. (4) The peptide sequence is FVGKMYFNLIDTK. The MHC is DRB1_1101 with pseudo-sequence DRB1_1101. The binding affinity (normalized) is 0.227. (5) The peptide sequence is KGDEQKLRSAGEVEI. The MHC is HLA-DPA10103-DPB10401 with pseudo-sequence HLA-DPA10103-DPB10401. The binding affinity (normalized) is 0.229. (6) The peptide sequence is SVGSLGRYKDEKDVT. The MHC is DRB3_0101 with pseudo-sequence DRB3_0101. The binding affinity (normalized) is 0.0389. (7) The peptide sequence is SEYMTSWFYDNDNPY. The MHC is DRB1_0404 with pseudo-sequence DRB1_0404. The binding affinity (normalized) is 0.241. (8) The peptide sequence is PQVKYAVFEAALTKA. The MHC is HLA-DQA10104-DQB10503 with pseudo-sequence HLA-DQA10104-DQB10503. The binding affinity (normalized) is 0.408. (9) The peptide sequence is AAREAEQWRAYLEGLCVE. The MHC is HLA-DQA10501-DQB10301 with pseudo-sequence HLA-DQA10501-DQB10301. The binding affinity (normalized) is 0.0784.